From a dataset of Orexin1 receptor HTS with 218,158 compounds and 233 confirmed actives. Binary Classification. Given a drug SMILES string, predict its activity (active/inactive) in a high-throughput screening assay against a specified biological target. The drug is O1C(O)c2c(nc3CCCC(=O)c3c2)c2c1c1c(cc2)cccc1. The result is 0 (inactive).